Dataset: Reaction yield outcomes from USPTO patents with 853,638 reactions. Task: Predict the reaction yield, written as a fraction of the theoretical maximum amount of product (1.0 means a 100% yield; for example, 0.34 means a 34% yield). (1) The reactants are C[C:2]1[S:6][C:5]([C:7]([OH:9])=O)=[CH:4][C:3]=1[C:10]1[N:14]([CH3:15])[N:13]=[CH:12][CH:11]=1.[NH2:16][C@@H:17]([CH2:30][C:31]1[CH:36]=[CH:35]C=[C:33]([C:37](F)([F:39])F)[CH:32]=1)[CH2:18][N:19]1[C:27](=[O:28])[C:26]2[C:21](=[CH:22][CH:23]=[CH:24][CH:25]=2)[C:20]1=[O:29].CC(OC(N[C@H](C(O)=O)CC1C=CC=CC=1C(F)(F)F)=O)(C)C.C1CN([P+](Br)(N2CCCC2)N2CCCC2)CC1.F[P-](F)(F)(F)(F)F.CCN(C(C)C)C(C)C.C(Cl)(Cl)[Cl:98]. No catalyst specified. The product is [Cl:98][C:2]1[S:6][C:5]([C:7]([NH:16][C@@H:17]([CH2:30][C:31]2[CH:36]=[CH:35][C:37]([F:39])=[CH:33][CH:32]=2)[CH2:18][N:19]2[C:27](=[O:28])[C:26]3[C:21](=[CH:22][CH:23]=[CH:24][CH:25]=3)[C:20]2=[O:29])=[O:9])=[CH:4][C:3]=1[C:10]1[N:14]([CH3:15])[N:13]=[CH:12][CH:11]=1. The yield is 0.320. (2) The reactants are [Br:1][C:2]1[C:3]([OH:19])=[C:4]([C:10]([CH3:18])=[C:11]([O:13][S:14]([CH3:17])(=[O:16])=[O:15])[CH:12]=1)[C:5]([O:7][CH2:8][CH3:9])=[O:6].C1(P(C2C=CC=CC=2)C2C=CC=CC=2)C=CC=CC=1.[CH2:39]([O:46][C:47]1[C:52]([CH2:53][N:54]([CH2:62][CH2:63]O)[C:55](=[O:61])[O:56][C:57]([CH3:60])([CH3:59])[CH3:58])=[C:51]([CH3:65])[CH:50]=[C:49]([CH3:66])[N:48]=1)[C:40]1[CH:45]=[CH:44][CH:43]=[CH:42][CH:41]=1.N(C(OC(C)C)=O)=NC(OC(C)C)=O. The catalyst is O1CCCC1.O. The product is [CH2:39]([O:46][C:47]1[C:52]([CH2:53][N:54]([C:55]([O:56][C:57]([CH3:59])([CH3:58])[CH3:60])=[O:61])[CH2:62][CH2:63][O:19][C:3]2[C:2]([Br:1])=[CH:12][C:11]([O:13][S:14]([CH3:17])(=[O:15])=[O:16])=[C:10]([CH3:18])[C:4]=2[C:5]([O:7][CH2:8][CH3:9])=[O:6])=[C:51]([CH3:65])[CH:50]=[C:49]([CH3:66])[N:48]=1)[C:40]1[CH:41]=[CH:42][CH:43]=[CH:44][CH:45]=1. The yield is 0.520.